This data is from Reaction yield outcomes from USPTO patents with 853,638 reactions. The task is: Predict the reaction yield, written as a fraction of the theoretical maximum amount of product (1.0 means a 100% yield; for example, 0.34 means a 34% yield). (1) The reactants are Cl[C:2]1[N:7]=[C:6]([NH:8][CH:9]2[CH2:23][CH:12]3[CH2:13][N:14]([C:16]([O:18][C:19]([CH3:22])([CH3:21])[CH3:20])=[O:17])[CH2:15][CH:11]3[CH2:10]2)[C:5]([Cl:24])=[CH:4][N:3]=1.Cl.[CH3:26][N:27]1[CH:31]=[C:30]([NH2:32])[CH:29]=[N:28]1.C(N(C(C)C)C(C)C)C. The catalyst is CCCCO. The product is [Cl:24][C:5]1[C:6]([NH:8][CH:9]2[CH2:23][CH:12]3[CH2:13][N:14]([C:16]([O:18][C:19]([CH3:22])([CH3:21])[CH3:20])=[O:17])[CH2:15][CH:11]3[CH2:10]2)=[N:7][C:2]([NH:32][C:30]2[CH:29]=[N:28][N:27]([CH3:26])[CH:31]=2)=[N:3][CH:4]=1. The yield is 1.00. (2) The reactants are [F:1][C:2]1[CH:3]=[C:4]([N+:9]([O-:11])=[O:10])[CH:5]=[CH:6][C:7]=1F.[N:12]1([CH2:18][CH2:19][OH:20])[CH2:17][CH2:16][NH:15][CH2:14][CH2:13]1. The catalyst is C(#N)C. The product is [F:1][C:2]1[CH:3]=[C:4]([N+:9]([O-:11])=[O:10])[CH:5]=[CH:6][C:7]=1[N:15]1[CH2:16][CH2:17][N:12]([CH2:18][CH2:19][OH:20])[CH2:13][CH2:14]1. The yield is 0.860.